Dataset: Forward reaction prediction with 1.9M reactions from USPTO patents (1976-2016). Task: Predict the product of the given reaction. Given the reactants Cl.[C:2]1(=[O:13])[C:7]2([CH2:12][CH2:11][NH:10][CH2:9][CH2:8]2)[CH2:6][CH2:5][CH2:4][NH:3]1.C(N(CC)CC)C.[F:21][C:22]([F:35])([F:34])[O:23][C:24]1[CH:29]=[CH:28][C:27]([S:30](Cl)(=[O:32])=[O:31])=[CH:26][CH:25]=1, predict the reaction product. The product is: [F:35][C:22]([F:21])([F:34])[O:23][C:24]1[CH:29]=[CH:28][C:27]([S:30]([N:10]2[CH2:11][CH2:12][C:7]3([C:2](=[O:13])[NH:3][CH2:4][CH2:5][CH2:6]3)[CH2:8][CH2:9]2)(=[O:32])=[O:31])=[CH:26][CH:25]=1.